Predict the product of the given reaction. From a dataset of Forward reaction prediction with 1.9M reactions from USPTO patents (1976-2016). Given the reactants [C:1]([O-:4])([O-])=O.[K+].[K+].Br[CH2:8][C:9]1[O:14][C:13](=[O:15])[C:12]([CH3:16])=[C:11]([O:17]COC)[C:10]=1[CH3:21].Cl.CN([CH:26]=[O:27])C, predict the reaction product. The product is: [CH3:16][C:12]1[C:13](=[O:15])[O:14][C:9]([C:8]2[O:27][C:26]3[CH:13]=[CH:12][C:11]([O:4][CH3:1])=[CH:10][C:9]=3[CH:8]=2)=[C:10]([CH3:21])[C:11]=1[OH:17].